Dataset: Reaction yield outcomes from USPTO patents with 853,638 reactions. Task: Predict the reaction yield, written as a fraction of the theoretical maximum amount of product (1.0 means a 100% yield; for example, 0.34 means a 34% yield). (1) The yield is 0.620. The product is [NH2:34][C:17]1[CH:18]=[CH:19][C:20]([N:27]2[C:31]([NH:32][S:11]([C:8]3[CH:9]=[CH:10][C:5]([C:1]([CH3:4])([CH3:3])[CH3:2])=[C:6]([F:15])[CH:7]=3)(=[O:13])=[O:12])=[CH:30][C:29]([CH3:33])=[N:28]2)=[C:21]2[C:26]=1[N:25]=[CH:24][CH:23]=[CH:22]2. The reactants are [C:1]([C:5]1[CH:10]=[CH:9][C:8]([S:11](Cl)(=[O:13])=[O:12])=[CH:7][C:6]=1[F:15])([CH3:4])([CH3:3])[CH3:2].Br[C:17]1[CH:18]=[CH:19][C:20]([N:27]2[C:31]([NH2:32])=[CH:30][C:29]([CH3:33])=[N:28]2)=[C:21]2[C:26]=1[N:25]=[CH:24][CH:23]=[CH:22]2.[N:34]1C=CC=CC=1. No catalyst specified. (2) The product is [CH3:1][O:2][C:3](=[O:19])[CH2:4][C:5]1[CH:10]=[CH:9][C:8]([C:22]2[CH:21]=[CH:20][C:29]3[C:24](=[CH:25][CH:26]=[CH:27][CH:28]=3)[CH:23]=2)=[CH:7][CH:6]=1. The catalyst is C(COC)OC. The yield is 0.660. The reactants are [CH3:1][O:2][C:3](=[O:19])[CH2:4][C:5]1[CH:10]=[CH:9][C:8](OS(C(F)(F)F)(=O)=O)=[CH:7][CH:6]=1.[CH:20]1[C:29]2[C:24](=[CH:25][CH:26]=[CH:27][CH:28]=2)[CH:23]=[CH:22][C:21]=1B(O)O.[F-].[Cs+].